From a dataset of Rat liver microsome stability data. Regression/Classification. Given a drug SMILES string, predict its absorption, distribution, metabolism, or excretion properties. Task type varies by dataset: regression for continuous measurements (e.g., permeability, clearance, half-life) or binary classification for categorical outcomes (e.g., BBB penetration, CYP inhibition). Dataset: rlm. (1) The compound is O=C(NCCCNc1nc(Nc2cccc(NC(=O)N3CCCC3)c2)ncc1I)c1cccs1. The result is 1 (stable in rat liver microsomes). (2) The drug is CCc1c(N(CC)C2CCOCC2)cc2oc(C3CCN(C(C)C)CC3)cc2c1C(=O)NCc1c(C)cc(C)nc1O. The result is 0 (unstable in rat liver microsomes). (3) The drug is O=S(=O)(Nc1cnc2ccccc2c1)c1ccc(NCc2ccc(Br)cc2O)cc1. The result is 1 (stable in rat liver microsomes). (4) The drug is O=C(NCCC(c1ccccc1)c1ccccc1)c1ccc(OCC(F)(F)F)nc1. The result is 1 (stable in rat liver microsomes). (5) The molecule is CNc1nc(NCc2ccc(NC(=O)c3ccc(F)cc3)cc2)c2cc(C)ccc2n1. The result is 1 (stable in rat liver microsomes). (6) The drug is Cc1nc(-c2ccco2)cc([C@H]2CN3CC[C@H]2C[C@@H]3CNC(=O)NC2CCCCC2)n1. The result is 1 (stable in rat liver microsomes). (7) The molecule is Cc1ccc(CN2C(=O)C(O)(CC(=O)c3ccc(C)cc3)c3ccccc32)cc1. The result is 1 (stable in rat liver microsomes).